Predict the reaction yield, written as a fraction of the theoretical maximum amount of product (1.0 means a 100% yield; for example, 0.34 means a 34% yield). From a dataset of Reaction yield outcomes from USPTO patents with 853,638 reactions. The reactants are BrC1C(N2CCN(C(NC3C=CC=CC=3)=O)CC2)=C2N=C(C3C=CC(N(C)C)=CC=3)NC2=NC=1.[Br:35][C:36]1[C:37]([N:46]2[CH2:51][CH2:50][N:49]([CH2:52][C:53]3[CH:54]=[N:55][CH:56]=[CH:57][CH:58]=3)[CH2:48][CH2:47]2)=[C:38]([N+:43]([O-])=O)[C:39]([NH2:42])=[N:40][CH:41]=1.[O-]S(S([O-])=O)=O.[Na+].[Na+].[CH:67]([C:69]1[CH:70]=[C:71]([CH:81]=[CH:82][CH:83]=1)[CH2:72][NH:73][C:74](=[O:80])[O:75][C:76]([CH3:79])([CH3:78])[CH3:77])=O. The catalyst is C(O)C.CN(C=O)C. The product is [Br:35][C:36]1[C:37]([N:46]2[CH2:51][CH2:50][N:49]([CH2:52][C:53]3[CH:54]=[N:55][CH:56]=[CH:57][CH:58]=3)[CH2:48][CH2:47]2)=[C:38]2[N:43]=[C:67]([C:69]3[CH:70]=[C:71]([CH:81]=[CH:82][CH:83]=3)[CH2:72][NH:73][C:74](=[O:80])[O:75][C:76]([CH3:79])([CH3:77])[CH3:78])[NH:42][C:39]2=[N:40][CH:41]=1. The yield is 0.300.